From a dataset of Forward reaction prediction with 1.9M reactions from USPTO patents (1976-2016). Predict the product of the given reaction. (1) Given the reactants Cl[C:2]1[C:11]2[C:6](=[CH:7][C:8]([O:14][CH3:15])=[C:9]([O:12][CH3:13])[CH:10]=2)[N:5]=[CH:4][CH:3]=1.[CH3:16][C:17]1[CH:27]=[C:21]([C:22]([O:24][CH2:25][CH3:26])=[O:23])[C:20]([OH:28])=[CH:19][CH:18]=1, predict the reaction product. The product is: [CH3:13][O:12][C:9]1[CH:10]=[C:11]2[C:6](=[CH:7][C:8]=1[O:14][CH3:15])[N:5]=[CH:4][CH:3]=[C:2]2[O:28][C:20]1[CH:19]=[CH:18][C:17]([CH3:16])=[CH:27][C:21]=1[C:22]([O:24][CH2:25][CH3:26])=[O:23]. (2) Given the reactants [Cl:1][S:2]([OH:5])(=O)=[O:3].[NH2:6][C:7]1[N:11]([C:12]2[CH:17]=[CH:16][C:15]([CH3:18])=[CH:14][C:13]=2[CH3:19])[N:10]=[C:9]([C:20]([F:23])([F:22])[F:21])[N:8]=1, predict the reaction product. The product is: [NH2:6][C:7]1[N:11]([C:12]2[C:13]([CH3:19])=[CH:14][C:15]([CH3:18])=[C:16]([S:2]([Cl:1])(=[O:5])=[O:3])[CH:17]=2)[N:10]=[C:9]([C:20]([F:23])([F:22])[F:21])[N:8]=1. (3) Given the reactants [CH3:1][O:2][C:3]1[CH:4]=[C:5]([CH2:11][CH2:12][NH:13][C:14](=[O:25])[C:15]([C:18]2[CH:23]=[CH:22][C:21]([CH3:24])=[CH:20][CH:19]=2)=[CH:16][OH:17])[CH:6]=[CH:7][C:8]=1[O:9][CH3:10].Cl[CH2:27][C:28]#[CH:29].CN(C)C=O.[H-].[Na+], predict the reaction product. The product is: [CH3:1][O:2][C:3]1[CH:4]=[C:5]([CH2:11][CH2:12][NH:13][C:14](=[O:25])[C:15]([C:18]2[CH:23]=[CH:22][C:21]([CH3:24])=[CH:20][CH:19]=2)=[CH:16][O:17][CH2:29][C:28]#[CH:27])[CH:6]=[CH:7][C:8]=1[O:9][CH3:10]. (4) Given the reactants [Cl:1][C:2]1[CH:7]=[CH:6][C:5](B(O)O)=[CH:4][CH:3]=1.Br[C:12]1[CH:13]=[N:14][CH:15]=[CH:16][CH:17]=1.C(=O)([O-])[O-].[K+].[K+], predict the reaction product. The product is: [Cl:1][C:2]1[CH:7]=[CH:6][C:5]([C:12]2[CH:13]=[N:14][CH:15]=[CH:16][CH:17]=2)=[CH:4][CH:3]=1. (5) Given the reactants Br[C:2]1[CH:3]=[C:4]([C:9]2[N:14]=[C:13]([C:15]3[CH:20]=[CH:19][CH:18]=[CH:17][CH:16]=3)[N:12]=[C:11]([C:21]3[CH:26]=[CH:25][CH:24]=[CH:23][CH:22]=3)[N:10]=2)[CH:5]=[C:6]([Cl:8])[CH:7]=1.[C:27]1(B(O)O)[CH:32]=[CH:31][CH:30]=[CH:29][CH:28]=1.[OH-].[Na+], predict the reaction product. The product is: [Cl:8][C:6]1[CH:5]=[C:4]([C:9]2[N:14]=[C:13]([C:15]3[CH:20]=[CH:19][CH:18]=[CH:17][CH:16]=3)[N:12]=[C:11]([C:21]3[CH:26]=[CH:25][CH:24]=[CH:23][CH:22]=3)[N:10]=2)[CH:3]=[C:2]([C:27]2[CH:32]=[CH:31][CH:30]=[CH:29][CH:28]=2)[CH:7]=1. (6) Given the reactants [NH2:1][C@H:2]1[CH2:6][CH2:5][N:4]([C:7]([O:9][C:10]([CH3:13])([CH3:12])[CH3:11])=[O:8])[CH2:3]1.N1C(C)=CC=CC=1C.[N+:22]([C:25]1[CH:30]=[C:29]([N+:31]([O-:33])=[O:32])[CH:28]=[CH:27][C:26]=1[S:34](Cl)(=[O:36])=[O:35])([O-:24])=[O:23].Cl, predict the reaction product. The product is: [N+:22]([C:25]1[CH:30]=[C:29]([N+:31]([O-:33])=[O:32])[CH:28]=[CH:27][C:26]=1[S:34]([NH:1][C@H:2]1[CH2:6][CH2:5][N:4]([C:7]([O:9][C:10]([CH3:13])([CH3:12])[CH3:11])=[O:8])[CH2:3]1)(=[O:36])=[O:35])([O-:24])=[O:23]. (7) Given the reactants [N:1]1[CH:2]=[C:3]([C:18]([CH3:23])([CH3:22])[C:19](Cl)=[O:20])[N:4]2[C:17]=1[C:16]1[CH:15]=[CH:14][CH:13]=[CH:12][C:11]=1[C:10]1[CH:9]=[CH:8][CH:7]=[CH:6][C:5]2=1.[Cl-].[Al+3].[Cl-].[Cl-], predict the reaction product. The product is: [CH3:22][C:18]1([CH3:23])[C:19](=[O:20])[C:6]2[CH:7]=[CH:8][CH:9]=[C:10]3[C:5]=2[N:4]2[C:17](=[N:1][CH:2]=[C:3]12)[C:16]1[CH:15]=[CH:14][CH:13]=[CH:12][C:11]=13.